This data is from Reaction yield outcomes from USPTO patents with 853,638 reactions. The task is: Predict the reaction yield, written as a fraction of the theoretical maximum amount of product (1.0 means a 100% yield; for example, 0.34 means a 34% yield). (1) The yield is 0.930. No catalyst specified. The product is [CH2:6]([O:5][C:3](=[O:4])[CH2:2][N:10]1[CH2:11][CH2:12][CH2:16][CH2:15][CH2:14][CH2:13]1)[CH3:7]. The reactants are Br[CH2:2][C:3]([O:5][CH2:6][CH3:7])=[O:4].C([N:10]([CH2:13][CH3:14])[CH2:11][CH3:12])C.[CH2:15]1COC[CH2:16]1. (2) The product is [CH3:5][O:14][C:15]1[CH:16]=[C:17]([C:23]2[N:24]=[C:25]([C:36]3[CH:41]=[CH:40][C:39]([OH:42])=[C:38]([CH3:43])[CH:37]=3)[C:26]3[N:31]([CH3:32])[N:30]=[C:29]([CH2:33][CH2:34][CH3:35])[C:27]=3[N:28]=2)[CH:18]=[CH:19][C:20]=1[O:21][CH3:22]. The catalyst is [N+](C1C=CC=CC=1)([O-])=O. The yield is 0.330. The reactants are [Cl-].[Al+3].[Cl-].[Cl-].[C:5]1(C)C(O)=CC=CC=1.O.[OH:14][C:15]1[CH:16]=[C:17]([C:23]2[N:24]=[C:25]([C:36]3[CH:41]=[CH:40][C:39]([OH:42])=[C:38]([CH3:43])[CH:37]=3)[C:26]3[N:31]([CH3:32])[N:30]=[C:29]([CH2:33][CH2:34][CH3:35])[C:27]=3[N:28]=2)[CH:18]=[CH:19][C:20]=1[O:21][CH3:22]. (3) The reactants are [Br:1][C:2]1[CH:3]=[C:4]2[C:8](=[CH:9][CH:10]=1)[NH:7][CH:6]=[C:5]2/[C:11](/[C:23]#[N:24])=[CH:12]/[C:13]1[CH:14]=[C:15]([CH:18]=[CH:19][C:20]=1[O:21][CH3:22])[C:16]#[N:17].CN(C=O)C.[CH3:30][N:31]([CH3:36])[CH2:32][C:33](O)=[O:34].C1CN([P+](ON2N=NC3C=CC=CC2=3)(N2CCCC2)N2CCCC2)CC1.F[P-](F)(F)(F)(F)F. The catalyst is O.C(OC(C)C)(C)C. The product is [Br:1][C:2]1[CH:3]=[C:4]2[C:8](=[CH:9][CH:10]=1)[N:7]([C:33](=[O:34])[CH2:32][N:31]([CH3:36])[CH3:30])[CH:6]=[C:5]2/[C:11](/[C:23]#[N:24])=[CH:12]/[C:13]1[CH:14]=[C:15]([CH:18]=[CH:19][C:20]=1[O:21][CH3:22])[C:16]#[N:17]. The yield is 0.820. (4) The reactants are C([O:5][C:6](=[O:36])[C:7]([NH:10][C:11]([C:13]1[CH:22]=[C:21]([Cl:23])[C:20]2[C:15](=[CH:16][CH:17]=[CH:18][CH:19]=2)[C:14]=1[O:24][CH2:25][C:26]1[CH:27]=[N:28][C:29]([C:32]([F:35])([F:34])[F:33])=[N:30][CH:31]=1)=[O:12])([CH3:9])[CH3:8])(C)(C)C.FC(F)(F)C(O)=O. The catalyst is O. The product is [Cl:23][C:21]1[C:20]2[C:15](=[CH:16][CH:17]=[CH:18][CH:19]=2)[C:14]([O:24][CH2:25][C:26]2[CH:31]=[N:30][C:29]([C:32]([F:34])([F:35])[F:33])=[N:28][CH:27]=2)=[C:13]([C:11]([NH:10][C:7]([CH3:9])([CH3:8])[C:6]([OH:36])=[O:5])=[O:12])[CH:22]=1. The yield is 0.530.